From a dataset of Cav3 T-type calcium channel HTS with 100,875 compounds. Binary Classification. Given a drug SMILES string, predict its activity (active/inactive) in a high-throughput screening assay against a specified biological target. (1) The compound is O1C(CCc2c1c1c([nH]c2=O)cccc1)C. The result is 0 (inactive). (2) The drug is S(CC(=O)N1CCCCC1)c1nc(cc(n1)C)C. The result is 0 (inactive). (3) The result is 0 (inactive). The molecule is S(=O)(=O)(N1CCC(N2CCCCC2)(CC1)C(=O)N)c1ccc(OC)cc1.